The task is: Predict the reactants needed to synthesize the given product.. This data is from Full USPTO retrosynthesis dataset with 1.9M reactions from patents (1976-2016). (1) Given the product [Br:1][C:2]1[CH:7]=[CH:6][C:5]([S:8][CH2:28][CH2:27][O:26][Si:14]([C:17]([CH3:18])([CH3:19])[CH3:20])([CH3:15])[CH3:16])=[CH:4][CH:3]=1, predict the reactants needed to synthesize it. The reactants are: [Br:1][C:2]1[CH:7]=[CH:6][C:5]([SH:8])=[CH:4][CH:3]=1.[H-].[Na+].BrCC[Si:14]([C:17]([CH3:20])([CH3:19])[CH3:18])([CH3:16])[CH3:15].C(=O)(O)[O-].[Na+].[O:26]1CC[CH2:28][CH2:27]1. (2) The reactants are: Cl.FC1C=C(C=CC=1)CN1C=C(C2C3C(=NC=C(C4C=CC(C5CCNCC5)=CC=4)C=3)N(S(C3C=CC(C)=CC=3)(=O)=O)C=2)C=N1.[CH3:46][C:47]1[CH:48]=[C:49]([CH:91]=[CH:92][CH:93]=1)[CH2:50][N:51]1[CH:55]=[C:54]([C:56]2[C:64]3[C:59](=[N:60][CH:61]=[C:62]([C:65]4[CH:70]=[CH:69][C:68]([N:71]5[CH2:76][CH2:75][N:74]([CH2:77][C@@H:78]([OH:80])[CH3:79])[CH2:73][CH2:72]5)=[CH:67][CH:66]=4)[CH:63]=3)[N:58](S(C3C=CC(C)=CC=3)(=O)=O)[CH:57]=2)[CH:53]=[N:52]1.[OH-].[Li+]. Given the product [CH3:46][C:47]1[CH:48]=[C:49]([CH:91]=[CH:92][CH:93]=1)[CH2:50][N:51]1[CH:55]=[C:54]([C:56]2[C:64]3[C:59](=[N:60][CH:61]=[C:62]([C:65]4[CH:66]=[CH:67][C:68]([N:71]5[CH2:72][CH2:73][N:74]([CH2:77][C@@H:78]([OH:80])[CH3:79])[CH2:75][CH2:76]5)=[CH:69][CH:70]=4)[CH:63]=3)[NH:58][CH:57]=2)[CH:53]=[N:52]1, predict the reactants needed to synthesize it.